From a dataset of Reaction yield outcomes from USPTO patents with 853,638 reactions. Predict the reaction yield, written as a fraction of the theoretical maximum amount of product (1.0 means a 100% yield; for example, 0.34 means a 34% yield). (1) The reactants are [Br:1][C:2]1[CH:7]=[C:6]([CH:8]([OH:10])[CH3:9])[C:5]([F:11])=[CH:4][N:3]=1. The catalyst is C(Cl)(Cl)Cl.[O-2].[Mn+4].[O-2]. The product is [Br:1][C:2]1[CH:7]=[C:6]([C:8](=[O:10])[CH3:9])[C:5]([F:11])=[CH:4][N:3]=1. The yield is 0.880. (2) The yield is 0.850. The product is [CH:1]([C:4]1([CH:15]([OH:19])[CH2:16][CH2:17][CH3:18])[S:9][CH2:8][CH2:7][CH2:6][S:5]1)([CH3:3])[CH3:2]. The catalyst is O1CCCC1. The reactants are [CH:1]([CH:4]1[S:9][CH2:8][CH2:7][CH2:6][S:5]1)([CH3:3])[CH3:2].C([Li])CCC.[CH:15](=[O:19])[CH2:16][CH2:17][CH3:18]. (3) The reactants are [CH3:1][C:2]1([CH3:31])[CH2:6][C:5]2[CH:7]=[CH:8][CH:9]=[C:10]([CH:11]([N:25]3[CH2:30][CH2:29][NH:28][CH2:27][CH2:26]3)[C:12]3[CH:24]=[CH:23][C:15]([C:16]([N:18]([CH2:21][CH3:22])[CH2:19][CH3:20])=[O:17])=[CH:14][CH:13]=3)[C:4]=2[O:3]1.[N:32]1[CH:37]=[CH:36][CH:35]=[CH:34][C:33]=1[CH:38]=O.CC(O)=O.C([BH3-])#N.[Na+]. The catalyst is CO. The product is [CH3:31][C:2]1([CH3:1])[CH2:6][C:5]2[CH:7]=[CH:8][CH:9]=[C:10]([CH:11]([N:25]3[CH2:26][CH2:27][N:28]([CH2:38][C:33]4[CH:34]=[CH:35][CH:36]=[CH:37][N:32]=4)[CH2:29][CH2:30]3)[C:12]3[CH:24]=[CH:23][C:15]([C:16]([N:18]([CH2:21][CH3:22])[CH2:19][CH3:20])=[O:17])=[CH:14][CH:13]=3)[C:4]=2[O:3]1. The yield is 0.630. (4) The yield is 0.850. The reactants are Br[C:2]1[C:9]([O:10][CH3:11])=[C:8]([O:12][CH3:13])[CH:7]=[CH:6][C:3]=1[CH:4]=[O:5].[CH3:14][S:15][C:16]1[CH:21]=[CH:20][C:19](B(O)O)=[CH:18][CH:17]=1.C(=O)([O-])[O-].[Na+].[Na+].C(O)C. The catalyst is C1(C)C=CC=CC=1.O. The product is [CH3:13][O:12][C:8]1[C:9]([O:10][CH3:11])=[CH:2][C:3]([CH:4]=[O:5])=[C:6]([C:19]2[CH:20]=[CH:21][C:16]([S:15][CH3:14])=[CH:17][CH:18]=2)[CH:7]=1. (5) The reactants are [Br:1][C:2]1[CH:3]=[C:4]([O:12][CH3:13])[C:5]([Cl:11])=[C:6]([CH:10]=1)[C:7](Cl)=[O:8].Cl.[CH3:15][NH:16][O:17][CH3:18]. The catalyst is C(Cl)Cl. The product is [Br:1][C:2]1[CH:3]=[C:4]([O:12][CH3:13])[C:5]([Cl:11])=[C:6]([CH:10]=1)[C:7]([N:16]([O:17][CH3:18])[CH3:15])=[O:8]. The yield is 0.800. (6) The reactants are C1(C)C(S([N:10]2[CH:14]=[CH:13][CH:12]=[C:11]2[C:15](=[O:30])[C:16]2[CH:21]=[CH:20][C:19]([CH2:22][NH:23]C(=O)C(F)(F)F)=[CH:18][CH:17]=2)(=O)=O)=CC=CC=1.[OH-].[K+]. The catalyst is CCO. The product is [NH2:23][CH2:22][C:19]1[CH:18]=[CH:17][C:16]([C:15]([C:11]2[NH:10][CH:14]=[CH:13][CH:12]=2)=[O:30])=[CH:21][CH:20]=1. The yield is 0.860.